This data is from Merck oncology drug combination screen with 23,052 pairs across 39 cell lines. The task is: Regression. Given two drug SMILES strings and cell line genomic features, predict the synergy score measuring deviation from expected non-interaction effect. (1) Drug 1: O=C(CCCCCCC(=O)Nc1ccccc1)NO. Drug 2: CCC1(O)C(=O)OCc2c1cc1n(c2=O)Cc2cc3c(CN(C)C)c(O)ccc3nc2-1. Cell line: LNCAP. Synergy scores: synergy=-135. (2) Drug 1: CCC1(O)CC2CN(CCc3c([nH]c4ccccc34)C(C(=O)OC)(c3cc4c(cc3OC)N(C)C3C(O)(C(=O)OC)C(OC(C)=O)C5(CC)C=CCN6CCC43C65)C2)C1. Drug 2: NC1(c2ccc(-c3nc4ccn5c(=O)[nH]nc5c4cc3-c3ccccc3)cc2)CCC1. Cell line: RKO. Synergy scores: synergy=3.38. (3) Drug 1: O=P1(N(CCCl)CCCl)NCCCO1. Drug 2: COC1CC2CCC(C)C(O)(O2)C(=O)C(=O)N2CCCCC2C(=O)OC(C(C)CC2CCC(OP(C)(C)=O)C(OC)C2)CC(=O)C(C)C=C(C)C(O)C(OC)C(=O)C(C)CC(C)C=CC=CC=C1C. Cell line: ES2. Synergy scores: synergy=9.68. (4) Synergy scores: synergy=-43.4. Cell line: OVCAR3. Drug 2: CC(C)CC(NC(=O)C(Cc1ccccc1)NC(=O)c1cnccn1)B(O)O. Drug 1: CCC1=CC2CN(C1)Cc1c([nH]c3ccccc13)C(C(=O)OC)(c1cc3c(cc1OC)N(C)C1C(O)(C(=O)OC)C(OC(C)=O)C4(CC)C=CCN5CCC31C54)C2.